Dataset: Drug-target binding data from BindingDB using IC50 measurements. Task: Regression. Given a target protein amino acid sequence and a drug SMILES string, predict the binding affinity score between them. We predict pIC50 (pIC50 = -log10(IC50 in M); higher means more potent). Dataset: bindingdb_ic50. (1) The drug is C[C@@H]1CC[C@H]2[C@@H](C)C(=O)O[C@@H]3O[C@@]4(C)CC[C@@H]1[C@]32OO4. The target protein (O15439) has sequence MLPVYQEVKPNPLQDANLCSRVFFWWLNPLFKIGHKRRLEEDDMYSVLPEDRSQHLGEELQGFWDKEVLRAENDAQKPSLTRAIIKCYWKSYLVLGIFTLIEESAKVIQPIFLGKIINYFENYDPMDSVALNTAYAYATVLTFCTLILAILHHLYFYHVQCAGMRLRVAMCHMIYRKALRLSNMAMGKTTTGQIVNLLSNDVNKFDQVTVFLHFLWAGPLQAIAVTALLWMEIGISCLAGMAVLIILLPLQSCFGKLFSSLRSKTATFTDARIRTMNEVITGIRIIKMYAWEKSFSNLITNLRKKEISKILRSSCLRGMNLASFFSASKIIVFVTFTTYVLLGSVITASRVFVAVTLYGAVRLTVTLFFPSAIERVSEAIVSIRRIQTFLLLDEISQRNRQLPSDGKKMVHVQDFTAFWDKASETPTLQGLSFTVRPGELLAVVGPVGAGKSSLLSAVLGELAPSHGLVSVHGRIAYVSQQPWVFSGTLRSNILFGKKYE.... The pIC50 is 3.9. (2) The compound is CS(=O)(=O)c1ccc(-c2cnc(NCc3ccco3)n3cnnc23)cc1. The target protein sequence is MENLYASEEPAVYEPSLMTMCQDSNQNDERSKSLLLSGQEVPWLSSVRYGTVEDLLAFANHISNTAKHFYGQRPQESGILLNMVITPQNGRYQIDSDVLLIPWKLTYRNIGSDFIPRGAFGKVYLAQDIKTKKRMACKLIPVDQFKPSDVEIQACFRHENIAELYGAVLWGETVHLFMEAGEGGSVLEKLESCGPMREFEIIWVTKHVLKGLDFLHSKKVIHHDIKPSNIVFMSTKAVLVDFGLSVQMTEDVYFPKDLRGTEIYMSPEVILCRGHSTKADIYSLGATLIHMQTGTPPWVKRYPRSAYPSYLYIIHKQAPPLEDIADDCSPGMRELIEASLERNPNHRPRAADLLKHEALNPPREDQPRCQSLDSA. The pIC50 is 5.0.